The task is: Predict the reaction yield, written as a fraction of the theoretical maximum amount of product (1.0 means a 100% yield; for example, 0.34 means a 34% yield).. This data is from Reaction yield outcomes from USPTO patents with 853,638 reactions. (1) The reactants are [Br:1][C:2]1[CH:3]=[C:4]([F:21])[CH:5]=[C:6]2[C:11]=1[N:10]=[C:9](/[CH:12]=[N:13]/[NH:14][C:15]1[CH:20]=[CH:19][CH:18]=[CH:17][N:16]=1)[CH:8]=[CH:7]2.C(O)(=O)C.C(O)(=O)C.IC1C=CC=CC=1. The catalyst is C(Cl)Cl. The product is [N:14]1[N:13]=[C:12]([C:9]2[CH:8]=[CH:7][C:6]3[C:11](=[C:2]([Br:1])[CH:3]=[C:4]([F:21])[CH:5]=3)[N:10]=2)[N:16]2[CH:17]=[CH:18][CH:19]=[CH:20][C:15]=12. The yield is 0.744. (2) The reactants are [F:1][C:2]1[C:7]([O:8][CH2:9][CH2:10][O:11][CH3:12])=[CH:6][N:5]=[C:4]2[NH:13][CH:14]=[CH:15][C:3]=12.[N+:16]([O-])([OH:18])=[O:17]. No catalyst specified. The product is [F:1][C:2]1[C:7]([O:8][CH2:9][CH2:10][O:11][CH3:12])=[CH:6][N:5]=[C:4]2[NH:13][CH:14]=[C:15]([N+:16]([O-:18])=[O:17])[C:3]=12. The yield is 0.670. (3) The reactants are F[C:2]1[CH:9]=[CH:8][C:5]([CH:6]=[O:7])=[C:4]([OH:10])[CH:3]=1.[C:11]([N:18]1[CH2:23][CH2:22][NH:21][CH2:20][CH2:19]1)([O:13][C:14]([CH3:17])([CH3:16])[CH3:15])=[O:12].C([O-])([O-])=O.[K+].[K+]. The catalyst is CS(C)=O. The product is [CH:6]([C:5]1[CH:8]=[CH:9][C:2]([N:21]2[CH2:20][CH2:19][N:18]([C:11]([O:13][C:14]([CH3:17])([CH3:16])[CH3:15])=[O:12])[CH2:23][CH2:22]2)=[CH:3][C:4]=1[OH:10])=[O:7]. The yield is 0.860. (4) The reactants are [CH3:1][O:2][C:3](=[O:14])[C:4]1[CH:9]=[CH:8][C:7]([CH:10]=[O:11])=[C:6]([O:12][CH3:13])[CH:5]=1.O.CC(=CC)C.[O-:21]Cl=O.[Na+]. The catalyst is C(O)(C)(C)C.C(Cl)Cl. The product is [CH3:1][O:2][C:3](=[O:14])[C:4]1[CH:9]=[CH:8][C:7]([C:10]([OH:21])=[O:11])=[C:6]([O:12][CH3:13])[CH:5]=1. The yield is 0.470. (5) The reactants are C[N:2](C)[CH:3]=[CH:4][C:5]([C:7]1[C:12](=[O:13])[CH:11]=[CH:10][N:9]([C:14]2[CH:19]=[CH:18][CH:17]=[C:16]([C:20]([F:23])([F:22])[F:21])[CH:15]=2)[N:8]=1)=O.[C:25]1([NH:31]N)[CH:30]=[CH:29][CH:28]=[CH:27][CH:26]=1. The catalyst is C(O)C. The product is [C:25]1([N:31]2[C:5]([C:7]3[C:12](=[O:13])[CH:11]=[CH:10][N:9]([C:14]4[CH:19]=[CH:18][CH:17]=[C:16]([C:20]([F:23])([F:22])[F:21])[CH:15]=4)[N:8]=3)=[CH:4][CH:3]=[N:2]2)[CH:30]=[CH:29][CH:28]=[CH:27][CH:26]=1. The yield is 0.150. (6) The reactants are [CH:1]1([C:4]2[N:8]=[C:7]([C:9]3[C:16]4[C:15]([CH3:18])([CH3:17])[O:14][C:13]([CH3:20])([CH3:19])[C:12]=4[S:11][C:10]=3[N:21]3[C:25](=[O:26])[C:24]4[CH2:27][CH2:28][CH2:29][C:23]=4[C:22]3=[O:30])[O:6][N:5]=2)[CH2:3][CH2:2]1.[OH-].[Na+].CC([O:37]C)(C)C.Cl. The catalyst is C1COCC1.O. The product is [CH:1]1([C:4]2[N:8]=[C:7]([C:9]3[C:16]4[C:15]([CH3:17])([CH3:18])[O:14][C:13]([CH3:20])([CH3:19])[C:12]=4[S:11][C:10]=3[NH:21][C:22]([C:23]3[CH2:29][CH2:28][CH2:27][C:24]=3[C:25]([OH:26])=[O:37])=[O:30])[O:6][N:5]=2)[CH2:2][CH2:3]1. The yield is 0.640.